Task: Predict which catalyst facilitates the given reaction.. Dataset: Catalyst prediction with 721,799 reactions and 888 catalyst types from USPTO (1) Reactant: [CH3:1][CH2:2][NH:3][C:4]([N:6]([C:13]([C@H:15]1[CH2:30][N:29]([CH2:31][CH:32]=[CH2:33])[C@H:28]2[C@@H:17]([C:18]3[C:23]4[C:24]([CH2:27]2)=[CH:25][NH:26][C:22]=4[CH:21]=[CH:20][CH:19]=3)[CH2:16]1)=[O:14])[CH2:7][CH2:8][CH2:9][N:10]([CH3:12])[CH3:11])=[O:5]. Product: [CH3:1][CH2:2][NH:3][C:4]([N:6]([C:13]([C@H:15]1[CH2:30][N:29]([CH2:31][CH:32]=[CH2:33])[C@H:28]2[C@@H:17]([C:18]3[C:23]4[C:24]([CH2:27]2)=[CH:25][NH:26][C:22]=4[CH:21]=[CH:20][CH:19]=3)[CH2:16]1)=[O:14])[CH2:7][CH2:8][CH2:9][N:10]([CH3:12])[CH3:11])=[O:5].[C:17]1([CH3:16])[CH:28]=[CH:27][CH:24]=[CH:23][CH:18]=1. The catalyst class is: 11. (2) Reactant: [N:1]1[C:10]2[C:5](=[CH:6][C:7]([NH2:11])=[CH:8][CH:9]=2)[CH:4]=[CH:3][CH:2]=1.[N:12]([O-])=O.[Na+].[Cl:16][Sn]Cl. Product: [ClH:16].[N:1]1[C:10]2[C:5](=[CH:6][C:7]([NH:11][NH2:12])=[CH:8][CH:9]=2)[CH:4]=[CH:3][CH:2]=1. The catalyst class is: 33. (3) Reactant: [F-].[K+].[Br:3][C:4]1[N:8]2[N:9]=[C:10](Cl)[CH:11]=[CH:12][C:7]2=[N:6][CH:5]=1.[F:14][C:15]1[CH:16]=[C:17]([CH:21]2[C@@H:25]([O:26][Si](C(C)C)(C(C)C)C(C)C)[CH2:24][CH2:23][NH:22]2)[CH:18]=[CH:19][CH:20]=1. Product: [Br:3][C:4]1[N:8]2[N:9]=[C:10]([N:22]3[CH2:23][CH2:24][C@H:25]([OH:26])[CH:21]3[C:17]3[CH:18]=[CH:19][CH:20]=[C:15]([F:14])[CH:16]=3)[CH:11]=[CH:12][C:7]2=[N:6][CH:5]=1. The catalyst class is: 376. (4) Reactant: [Cl:1][C:2]1[CH:24]=[C:23]([Cl:25])[C:22]([C:26]2[CH:31]=[CH:30][C:29]([F:32])=[CH:28][N:27]=2)=[CH:21][C:3]=1[C:4]([NH:6][C:7]1[N:11]([C:12]2[CH:17]=[CH:16][CH:15]=[CH:14][CH:13]=2)[N:10]=[C:9]([C:18](O)=[O:19])[CH:8]=1)=[O:5].Cl.[NH:34]1[C:38]([CH2:39][NH2:40])=[CH:37][N:36]=[N:35]1.CN(C(ON1N=NC2C=CC=NC1=2)=[N+](C)C)C.F[P-](F)(F)(F)(F)F.C(N(CC)CC)C. Product: [NH3:6].[NH:34]1[C:38]([CH2:39][NH:40][C:18]([C:9]2[CH:8]=[C:7]([NH:6][C:4](=[O:5])[C:3]3[CH:21]=[C:22]([C:26]4[CH:31]=[CH:30][C:29]([F:32])=[CH:28][N:27]=4)[C:23]([Cl:25])=[CH:24][C:2]=3[Cl:1])[N:11]([C:12]3[CH:17]=[CH:16][CH:15]=[CH:14][CH:13]=3)[N:10]=2)=[O:19])=[CH:37][N:36]=[N:35]1. The catalyst class is: 9. (5) Reactant: [C:1]([NH:5][C:6]1[C:15]2[C:10](=[C:11]([NH2:16])[CH:12]=[CH:13][CH:14]=2)[N:9]=[CH:8][N:7]=1)([CH3:4])([CH3:3])[CH3:2].[Cl:17][C:18]1[CH:26]=[C:25]([F:27])[C:24]([CH2:28][NH:29][C:30](=[O:35])[C:31]([CH3:34])([CH3:33])[CH3:32])=[CH:23][C:19]=1[C:20](O)=[O:21].C(Cl)(=O)C(Cl)=O.CCN(C(C)C)C(C)C. Product: [C:1]([NH:5][C:6]1[C:15]2[C:10](=[C:11]([NH:16][C:20](=[O:21])[C:19]3[CH:23]=[C:24]([CH2:28][NH:29][C:30](=[O:35])[C:31]([CH3:33])([CH3:34])[CH3:32])[C:25]([F:27])=[CH:26][C:18]=3[Cl:17])[CH:12]=[CH:13][CH:14]=2)[N:9]=[CH:8][N:7]=1)([CH3:4])([CH3:2])[CH3:3]. The catalyst class is: 85. (6) Reactant: [C:1]([NH:5][C:6](=[O:8])[OH:7])([CH3:4])([CH3:3])[CH3:2].[CH:9]1([S:12]([NH2:15])(=[O:14])=[O:13])[CH2:11][CH2:10]1.C([Li])CCC.[CH3:21][O:22][CH2:23]Cl.Cl. Product: [C:1]([NH:5][C:6](=[O:7])[OH:8])([CH3:4])([CH3:3])[CH3:2].[CH3:21][O:22][CH2:23][C:9]1([S:12]([NH2:15])(=[O:14])=[O:13])[CH2:11][CH2:10]1. The catalyst class is: 1.